From a dataset of Peptide-MHC class I binding affinity with 185,985 pairs from IEDB/IMGT. Regression. Given a peptide amino acid sequence and an MHC pseudo amino acid sequence, predict their binding affinity value. This is MHC class I binding data. (1) The peptide sequence is KLPRMFLPK. The MHC is HLA-A03:01 with pseudo-sequence HLA-A03:01. The binding affinity (normalized) is 0.678. (2) The peptide sequence is MFVCSCGDYI. The MHC is Mamu-B17 with pseudo-sequence Mamu-B17. The binding affinity (normalized) is 0.226. (3) The binding affinity (normalized) is 0.213. The MHC is HLA-B07:02 with pseudo-sequence HLA-B07:02. The peptide sequence is EGAGIDDPV. (4) The peptide sequence is AETESATLF. The MHC is HLA-A02:03 with pseudo-sequence HLA-A02:03. The binding affinity (normalized) is 0.0847. (5) The peptide sequence is KTKDYVNGL. The binding affinity (normalized) is 0.435. The MHC is HLA-A02:03 with pseudo-sequence HLA-A02:03. (6) The peptide sequence is AYIDNYNKE. The MHC is Patr-A0701 with pseudo-sequence Patr-A0701. The binding affinity (normalized) is 0.151. (7) The peptide sequence is VYQRGTHPF. The MHC is HLA-B40:01 with pseudo-sequence HLA-B40:01. The binding affinity (normalized) is 0.0847. (8) The peptide sequence is VERRLVKVL. The MHC is HLA-A02:16 with pseudo-sequence HLA-A02:16. The binding affinity (normalized) is 0.0847. (9) The binding affinity (normalized) is 0.220. The MHC is HLA-B40:02 with pseudo-sequence HLA-B40:02. The peptide sequence is DEALKMTMAS. (10) The peptide sequence is FIDSYLQKL. The MHC is HLA-A02:01 with pseudo-sequence HLA-A02:01. The binding affinity (normalized) is 0.706.